This data is from Full USPTO retrosynthesis dataset with 1.9M reactions from patents (1976-2016). The task is: Predict the reactants needed to synthesize the given product. (1) Given the product [CH3:26][CH:6]1[CH2:5][C@H:4]2[C@H:8]([CH2:9][N:10]([C:11]([C:13]3[N:14]=[C:15]([CH3:25])[S:16][C:17]=3[C:18]3[CH:19]=[C:20]([CH3:24])[CH:21]=[CH:22][CH:23]=3)=[O:12])[C@@H:3]2[CH2:2][NH:1][C:37]([C:33]2[CH:34]=[CH:35][CH:36]=[C:30]3[O:29][C:28]([CH3:27])=[N:32][C:31]=23)=[O:38])[CH2:7]1, predict the reactants needed to synthesize it. The reactants are: [NH2:1][CH2:2][C@H:3]1[N:10]([C:11]([C:13]2[N:14]=[C:15]([CH3:25])[S:16][C:17]=2[C:18]2[CH:19]=[C:20]([CH3:24])[CH:21]=[CH:22][CH:23]=2)=[O:12])[CH2:9][C@H:8]2[C@@H:4]1[CH2:5][CH:6]([CH3:26])[CH2:7]2.[CH3:27][C:28]1[O:29][C:30]2[C:31](=[C:33]([C:37](O)=[O:38])[CH:34]=[CH:35][CH:36]=2)[N:32]=1.[OH-].[Na+]. (2) Given the product [C:68]([NH:67][CH2:66][CH2:65][NH:64][C:53]1[N:54]=[C:55]([C:57]2[CH:62]=[CH:61][C:60]([Cl:63])=[CH:59][CH:58]=2)[N:56]=[C:51]([NH:50][CH2:49][CH2:48][NH:47][C:1]([C:2]2[CH:11]=[CH:10][C:9]3[C:4](=[CH:5][CH:6]=[CH:7][CH:8]=3)[N:3]=2)=[O:13])[CH:52]=1)(=[O:70])[CH3:69], predict the reactants needed to synthesize it. The reactants are: [C:1]([OH:13])(=O)[C:2]1[CH:11]=[CH:10][C:9]2[C:4](=[CH:5][CH:6]=[CH:7][CH:8]=2)[N:3]=1.CN(C(ON1N=NC2C=CC=NC1=2)=[N+](C)C)C.F[P-](F)(F)(F)(F)F.C(N(C(C)C)CC)(C)C.[NH2:47][CH2:48][CH2:49][NH:50][C:51]1[N:56]=[C:55]([C:57]2[CH:62]=[CH:61][C:60]([Cl:63])=[CH:59][CH:58]=2)[N:54]=[C:53]([NH:64][CH2:65][CH2:66][NH:67][C:68](=[O:70])[CH3:69])[CH:52]=1. (3) Given the product [CH3:64][N:58]1[CH2:57][C:56]2[C:60](=[CH:61][CH:62]=[C:54]([B:43]3[O:44][C:45]([CH3:50])([CH3:51])[C:46]([CH3:48])([CH3:49])[O:47]3)[CH:55]=2)[C:59]1=[O:63], predict the reactants needed to synthesize it. The reactants are: C1(P(C2CCCCC2)C2C=CC=CC=2C2C(CCC)=CC(CCC)=CC=2CCC)CCCCC1.[CH3:50][C:45]1([CH3:51])[C:46]([CH3:49])([CH3:48])[O:47][B:43]([B:43]2[O:47][C:46]([CH3:49])([CH3:48])[C:45]([CH3:51])([CH3:50])[O:44]2)[O:44]1.Br[C:54]1[CH:55]=[C:56]2[C:60](=[CH:61][CH:62]=1)[C:59](=[O:63])[N:58]([CH3:64])[CH2:57]2.C([O-])(=O)C.[K+].N#N. (4) Given the product [OH:23][CH2:22][CH2:21][CH2:20][CH2:19][CH2:18][CH2:17][CH2:16][CH2:15][CH2:14][CH2:13][CH2:12][O:1][C:2]1[CH:7]=[CH:6][C:5]([CH2:8][C:9]#[N:10])=[CH:4][CH:3]=1, predict the reactants needed to synthesize it. The reactants are: [OH:1][C:2]1[CH:7]=[CH:6][C:5]([CH2:8][C:9]#[N:10])=[CH:4][CH:3]=1.Br[CH2:12][CH2:13][CH2:14][CH2:15][CH2:16][CH2:17][CH2:18][CH2:19][CH2:20][CH2:21][CH2:22][OH:23].C(=O)([O-])[O-].[K+].[K+].[I-].[K+].